Task: Binary Classification. Given a miRNA mature sequence and a target amino acid sequence, predict their likelihood of interaction.. Dataset: Experimentally validated miRNA-target interactions with 360,000+ pairs, plus equal number of negative samples The miRNA is bta-miR-150 with sequence UCUCCCAACCCUUGUACCAGUGU. The protein sequence of the target gene is MAAKSDGAAAVAGPGPEGPAGADRGGAGGRGEAAAGIAGPGPVEAGCPGPRYELRDCCWVLCALLVFFSDGATDLWLAASYYLQGQSTYFGLTLLFVLLPSLVVQLLSFRWFVYDYSEPAGTPGPAVSTKDSDIVGAAISTKDSAVAFRTKEGSAELVPRPAPSSAGTYRRRCCRLCVWLLQTLVHLLQLGQVWRYLRALYLGLQSRWRGERLRRHFYWQMLFESADVSMLRLLETFLRSAPQLVLQLSLLVHRGREPELLTALSISASLVSLAWTLASYQKVLRDSRDDKRPLSYKGAV.... Result: 0 (no interaction).